Dataset: CYP2C19 inhibition data for predicting drug metabolism from PubChem BioAssay. Task: Regression/Classification. Given a drug SMILES string, predict its absorption, distribution, metabolism, or excretion properties. Task type varies by dataset: regression for continuous measurements (e.g., permeability, clearance, half-life) or binary classification for categorical outcomes (e.g., BBB penetration, CYP inhibition). Dataset: cyp2c19_veith. (1) The drug is COC(=O)C1=C(C)NC(C)=C([N+](=O)[O-])[C@H]1c1ccccc1C(F)(F)F. The result is 1 (inhibitor). (2) The compound is N#Cc1c(-c2ccccc2)no[n+]1[O-]. The result is 0 (non-inhibitor).